From a dataset of Reaction yield outcomes from USPTO patents with 853,638 reactions. Predict the reaction yield, written as a fraction of the theoretical maximum amount of product (1.0 means a 100% yield; for example, 0.34 means a 34% yield). (1) The product is [CH2:13]([C:15]1[N:16]([C:40]2[CH:45]=[CH:44][C:43]([O:46][CH:47]3[CH2:51][CH2:50][CH2:49][C@H:48]3[OH:52])=[CH:42][CH:41]=2)[C:17](=[O:39])[C:18]([CH2:24][C:25]2[CH:26]=[CH:27][C:28]([C:31]3[CH:36]=[CH:35][CH:34]=[CH:33][C:32]=3[C:37]3[NH:3][C:4](=[O:7])[O:5][N:38]=3)=[CH:29][CH:30]=2)=[C:19]([CH2:21][CH2:22][CH3:23])[N:20]=1)[CH3:14]. The yield is 0.440. The reactants are [Cl-].O[NH3+:3].[C:4](=[O:7])([O-])[OH:5].[Na+].CS(C)=O.[CH2:13]([C:15]1[N:16]([C:40]2[CH:45]=[CH:44][C:43]([O:46][CH:47]3[CH2:51][CH2:50][CH2:49][C@H:48]3[OH:52])=[CH:42][CH:41]=2)[C:17](=[O:39])[C:18]([CH2:24][C:25]2[CH:30]=[CH:29][C:28]([C:31]3[C:32]([C:37]#[N:38])=[CH:33][CH:34]=[CH:35][CH:36]=3)=[CH:27][CH:26]=2)=[C:19]([CH2:21][CH2:22][CH3:23])[N:20]=1)[CH3:14]. The catalyst is O. (2) The product is [Br:40][C:41]1[CH:42]=[C:43]([N:48]2[C:52](=[O:53])[O:51][N:50]=[C:49]2[C:54]2[C:55]([NH:59][CH2:5][CH2:4][CH2:3][O:2][CH3:1])=[N:56][O:57][N:58]=2)[CH:44]=[CH:45][C:46]=1[F:47]. The yield is 0.540. The reactants are [CH3:1][O:2][CH2:3][CH2:4][CH2:5]O.C1(P(C2C=CC=CC=2)C2C=CC=CC=2)C=CC=CC=1.N(C(OC(C)C)=O)=NC(OC(C)C)=O.[Br:40][C:41]1[CH:42]=[C:43]([N:48]2[C:52](=[O:53])[O:51][N:50]=[C:49]2[C:54]2[C:55]([NH:59]C(=O)C(F)(F)F)=[N:56][O:57][N:58]=2)[CH:44]=[CH:45][C:46]=1[F:47]. The catalyst is O1CCCC1. (3) The reactants are Cl[C:2]1[N:7]=[C:6]([NH:8][CH3:9])[C:5]([N+:10]([O-:12])=[O:11])=[CH:4][N:3]=1.[NH2:13][C:14]1[CH:19]=[CH:18][C:17]([N:20]2[CH2:25][CH2:24][O:23][CH2:22][CH2:21]2)=[CH:16][CH:15]=1. The catalyst is C1COCC1.CC(O)C.O. The product is [CH3:9][NH:8][C:6]1[C:5]([N+:10]([O-:12])=[O:11])=[CH:4][N:3]=[C:2]([NH:13][C:14]2[CH:15]=[CH:16][C:17]([N:20]3[CH2:25][CH2:24][O:23][CH2:22][CH2:21]3)=[CH:18][CH:19]=2)[N:7]=1. The yield is 0.980. (4) The reactants are [CH3:1][O:2][C:3]1[CH:4]=[C:5]([NH:12][S:13]([CH3:16])(=[O:15])=[O:14])[CH:6]=[C:7]([N+:9]([O-])=O)[CH:8]=1. The catalyst is C(O)(=O)C.[Fe]. The product is [NH2:9][C:7]1[CH:6]=[C:5]([NH:12][S:13]([CH3:16])(=[O:15])=[O:14])[CH:4]=[C:3]([O:2][CH3:1])[CH:8]=1. The yield is 0.860. (5) The reactants are [CH2:1]([O:8][N:9]1[C:15](=[O:16])[N:14]2[CH2:17][C@H:10]1[CH2:11][CH2:12][C@H:13]2[C:18]([OH:20])=O)[C:2]1[CH:7]=[CH:6][CH:5]=[CH:4][CH:3]=1.[CH3:21][N:22]([CH3:28])[CH2:23][C:24]([NH:26][NH2:27])=[O:25].ON1C2C=CC=CC=2N=N1.Cl.C(N=C=NCCCN(C)C)C. The catalyst is C(Cl)Cl.CN(C)C1C=CN=CC=1. The product is [CH2:1]([O:8][N:9]1[C:15](=[O:16])[N:14]2[CH2:17][C@@H:10]1[CH2:11][CH2:12][C@@H:13]2[C:18]([NH:27][NH:26][C:24](=[O:25])[CH2:23][N:22]([CH3:28])[CH3:21])=[O:20])[C:2]1[CH:3]=[CH:4][CH:5]=[CH:6][CH:7]=1. The yield is 0.445. (6) The reactants are [F:1][C:2]([F:15])([F:14])[S:3]([O:6]S(C(F)(F)F)(=O)=O)(=[O:5])=[O:4].[Cl:16][C:17]1[CH:18]=[C:19](O)[CH:20]=[N:21][CH:22]=1.C(N(CC)CC)C.CCCCCC. The catalyst is C(Cl)Cl.C(OCC)(=O)C. The product is [F:1][C:2]([F:15])([F:14])[S:3]([O:6][C:19]1[CH:20]=[N:21][CH:22]=[C:17]([Cl:16])[CH:18]=1)(=[O:5])=[O:4]. The yield is 0.590. (7) The reactants are [C:1](/[CH:3]=[C:4](\[O-])/[C:5]([O:7][CH2:8][CH3:9])=[O:6])#[N:2].[Na+].Cl.[NH:13]([C:15]([O:17][C:18]([CH3:21])([CH3:20])[CH3:19])=[O:16])[NH2:14]. The catalyst is C(Cl)(Cl)Cl.C(OCC)C. The product is [NH2:2][C:1]1[CH:3]=[C:4]([C:5]([O:7][CH2:8][CH3:9])=[O:6])[N:13]([C:15]([O:17][C:18]([CH3:21])([CH3:20])[CH3:19])=[O:16])[N:14]=1. The yield is 0.370. (8) The reactants are [C:1](Cl)(=[O:3])[CH3:2].[N+:5]([C:8]1[CH:9]=[CH:10][C:11]2[CH2:17][CH2:16][CH2:15][CH2:14][NH:13][C:12]=2[CH:18]=1)([O-:7])=[O:6].C([O-])(O)=O.[Na+]. The catalyst is C(Cl)Cl. The product is [N+:5]([C:8]1[CH:9]=[CH:10][C:11]2[CH2:17][CH2:16][CH2:15][CH2:14][N:13]([C:1](=[O:3])[CH3:2])[C:12]=2[CH:18]=1)([O-:7])=[O:6]. The yield is 0.800. (9) The reactants are CN(C=O)C.[CH2:6]([C:13]1[CH:14]=[N:15][C:16]2[C:21]([C:22]=1[OH:23])=[CH:20][CH:19]=[CH:18][C:17]=2[C:24]([F:27])([F:26])[F:25])[C:7]1[CH:12]=[CH:11][CH:10]=[CH:9][CH:8]=1.[Br:28][CH2:29][CH2:30][CH2:31][CH2:32][CH2:33][CH2:34]Br.C(=O)([O-])[O-].[K+].[K+]. The catalyst is O. The product is [CH2:6]([C:13]1[CH:14]=[N:15][C:16]2[C:21]([C:22]=1[O:23][CH2:34][CH2:33][CH2:32][CH2:31][CH2:30][CH2:29][Br:28])=[CH:20][CH:19]=[CH:18][C:17]=2[C:24]([F:27])([F:25])[F:26])[C:7]1[CH:8]=[CH:9][CH:10]=[CH:11][CH:12]=1. The yield is 0.860.